This data is from Reaction yield outcomes from USPTO patents with 853,638 reactions. The task is: Predict the reaction yield, written as a fraction of the theoretical maximum amount of product (1.0 means a 100% yield; for example, 0.34 means a 34% yield). (1) The reactants are [C:1]([N:4]1[C:13]2[C:8](=[CH:9][C:10]([C:14]3[O:18][N:17]=[C:16]([CH2:19][NH:20]C(OC(C)(C)C)=O)[N:15]=3)=[CH:11][CH:12]=2)[C@H:7]([NH:28][C:29](=[O:34])[O:30][CH:31]([CH3:33])[CH3:32])[CH2:6][C@@H:5]1[CH3:35])(=[O:3])[CH3:2].[ClH:36]. The catalyst is O1CCOCC1. The product is [ClH:36].[C:1]([N:4]1[C:13]2[C:8](=[CH:9][C:10]([C:14]3[O:18][N:17]=[C:16]([CH2:19][NH2:20])[N:15]=3)=[CH:11][CH:12]=2)[C@H:7]([NH:28][C:29](=[O:34])[O:30][CH:31]([CH3:32])[CH3:33])[CH2:6][C@@H:5]1[CH3:35])(=[O:3])[CH3:2]. The yield is 0.103. (2) The reactants are [CH3:1][S:2](Cl)(=[O:4])=[O:3].[F:6][CH:7]([F:39])[C:8]1[N:12]([C:13]2[N:18]=[C:17]([N:19]3[CH2:24][CH2:23][NH:22][CH2:21][CH2:20]3)[N:16]=[C:15]([N:25]3[CH2:31][CH:30]4[O:32][CH:27]([CH2:28][CH2:29]4)[CH2:26]3)[N:14]=2)[C:11]2[CH:33]=[CH:34][CH:35]=[C:36]([O:37][CH3:38])[C:10]=2[N:9]=1.C([O-])([O-])=O.[K+].[K+].O. The catalyst is C(Cl)Cl. The product is [F:39][CH:7]([F:6])[C:8]1[N:12]([C:13]2[N:18]=[C:17]([N:19]3[CH2:24][CH2:23][N:22]([S:2]([CH3:1])(=[O:4])=[O:3])[CH2:21][CH2:20]3)[N:16]=[C:15]([N:25]3[CH2:31][CH:30]4[O:32][CH:27]([CH2:28][CH2:29]4)[CH2:26]3)[N:14]=2)[C:11]2[CH:33]=[CH:34][CH:35]=[C:36]([O:37][CH3:38])[C:10]=2[N:9]=1. The yield is 0.890. (3) The reactants are [NH:1]([C:3]1[CH:8]=[C:7]([C:9]#[N:10])[CH:6]=[CH:5][N:4]=1)[NH2:2].[Cl:11][C:12]1[CH:17]=[CH:16][CH:15]=[CH:14][C:13]=1[C:18](=O)[CH2:19][C:20](OCC)=[O:21]. No catalyst specified. The product is [Cl:11][C:12]1[CH:17]=[CH:16][CH:15]=[CH:14][C:13]=1[C:18]1[CH:19]=[C:20]([OH:21])[N:1]([C:3]2[CH:8]=[C:7]([C:9]#[N:10])[CH:6]=[CH:5][N:4]=2)[N:2]=1. The yield is 0.750.